Dataset: Reaction yield outcomes from USPTO patents with 853,638 reactions. Task: Predict the reaction yield, written as a fraction of the theoretical maximum amount of product (1.0 means a 100% yield; for example, 0.34 means a 34% yield). The reactants are [Cl:1][C:2]1[CH:8]=[CH:7][C:5]([NH2:6])=[CH:4][C:3]=1[O:9][CH:10]([CH3:12])[CH3:11].CCN(C(C)C)C(C)C.[C:22](OC(=O)C)(=[O:24])[CH3:23].O. The catalyst is C(Cl)Cl. The product is [Cl:1][C:2]1[CH:8]=[CH:7][C:5]([NH:6][C:22](=[O:24])[CH3:23])=[CH:4][C:3]=1[O:9][CH:10]([CH3:12])[CH3:11]. The yield is 0.710.